From a dataset of Reaction yield outcomes from USPTO patents with 853,638 reactions. Predict the reaction yield, written as a fraction of the theoretical maximum amount of product (1.0 means a 100% yield; for example, 0.34 means a 34% yield). The reactants are [Br:1][C:2]1[CH:3](O)[CH2:4][CH2:5][CH:6]=1.C[O:9][C:10](OC)([N:12]([CH3:14])[CH3:13])[CH3:11]. The catalyst is C1(C)C=CC=C(C)C=1. The product is [Br:1][C:2]1[CH:3]([CH2:11][C:10]([N:12]([CH3:14])[CH3:13])=[O:9])[CH2:4][CH2:5][CH:6]=1. The yield is 0.630.